Task: Predict which catalyst facilitates the given reaction.. Dataset: Catalyst prediction with 721,799 reactions and 888 catalyst types from USPTO Reactant: [C:1]([C:3]1[CH:49]=[CH:48][C:6]2[N:7](COCC[Si](C)(C)C)[C:8]([C:10]([C:21]3[C:29]([O:30][CH3:31])=[CH:28][C:27]([CH3:32])=[C:26]4[C:22]=3[CH:23]=[CH:24][N:25]4C(OC(C)(C)C)=O)([O:15][CH2:16][C:17]([O:19][CH3:20])=[O:18])[C:11]([F:14])([F:13])[F:12])=[N:9][C:5]=2[CH:4]=1)#[N:2].C(C1C=CC2N=C(C(C3C(OC)=CC(C)=C4C=3C=CN4C(OC(C)(C)C)=O)(OCC(OC)=O)C(F)(F)F)N(COCC[Si](C)(C)C)C=2C=1)#N.CO. Product: [C:1]([C:3]1[CH:49]=[CH:48][C:6]2[NH:7][C:8]([C:10]([C:21]3[C:29]([O:30][CH3:31])=[CH:28][C:27]([CH3:32])=[C:26]4[C:22]=3[CH:23]=[CH:24][NH:25]4)([O:15][CH2:16][C:17]([O:19][CH3:20])=[O:18])[C:11]([F:12])([F:13])[F:14])=[N:9][C:5]=2[CH:4]=1)#[N:2]. The catalyst class is: 33.